Task: Predict the reaction yield, written as a fraction of the theoretical maximum amount of product (1.0 means a 100% yield; for example, 0.34 means a 34% yield).. Dataset: Reaction yield outcomes from USPTO patents with 853,638 reactions (1) The reactants are [CH3:1][N:2]1[C:6]([C:7]2[CH:21]=[C:20]([N+:22]([O-])=O)[CH:19]=[CH:18][C:8]=2[O:9][CH2:10][CH2:11][N:12]2[CH2:17][CH2:16][O:15][CH2:14][CH2:13]2)=[CH:5][CH:4]=[N:3]1.O.C1COCC1. The catalyst is [Cl-].[NH4+].[Zn]. The product is [CH3:1][N:2]1[C:6]([C:7]2[CH:21]=[C:20]([NH2:22])[CH:19]=[CH:18][C:8]=2[O:9][CH2:10][CH2:11][N:12]2[CH2:17][CH2:16][O:15][CH2:14][CH2:13]2)=[CH:5][CH:4]=[N:3]1. The yield is 0.990. (2) The reactants are [O:1]=[C:2]1[C:7]([CH2:8][C:9]2[CH:14]=[CH:13][C:12]([C:15]3[C:16]([C:21]#[N:22])=[CH:17][CH:18]=[CH:19][CH:20]=3)=[CH:11][CH:10]=2)=[C:6]([CH2:23][CH2:24][CH3:25])[N:5]2[N:26]=[CH:27][N:28]=[C:4]2[NH:3]1.[C:29]([O:32][CH2:33][C:34]([CH3:46])([CH3:45])[O:35][C:36]1[CH:41]=[CH:40][C:39](B(O)O)=[CH:38][CH:37]=1)(=[O:31])[CH3:30].N1C=CC=CC=1.C(N(CC)CC)C. The catalyst is C([O-])(=O)C.[Cu+2].C([O-])(=O)C.C(OCC)(=O)C.O1CCCC1. The product is [C:29]([O:32][CH2:33][C:34]([O:35][C:36]1[CH:37]=[CH:38][C:39]([N:3]2[C:2](=[O:1])[C:7]([CH2:8][C:9]3[CH:10]=[CH:11][C:12]([C:15]4[CH:20]=[CH:19][CH:18]=[CH:17][C:16]=4[C:21]#[N:22])=[CH:13][CH:14]=3)=[C:6]([CH2:23][CH2:24][CH3:25])[N:5]3[N:26]=[CH:27][N:28]=[C:4]23)=[CH:40][CH:41]=1)([CH3:46])[CH3:45])(=[O:31])[CH3:30]. The yield is 0.800. (3) The reactants are [CH:1]([C:4]1[CH:9]=[CH:8][C:7]([N:10]([C:12]2[CH:17]=[CH:16][C:15]([O:18][CH3:19])=[CH:14][CH:13]=2)[CH3:11])=[CH:6][C:5]=1[NH2:20])([CH3:3])[CH3:2].C([O-])([O-])=O.[K+].[K+].[Na+].[I-].Cl[CH2:30][CH2:31][O:32][CH2:33][CH2:34]Cl. The catalyst is CN(C=O)C.O. The product is [CH:1]([C:4]1[CH:9]=[CH:8][C:7]([N:10]([C:12]2[CH:17]=[CH:16][C:15]([O:18][CH3:19])=[CH:14][CH:13]=2)[CH3:11])=[CH:6][C:5]=1[N:20]1[CH2:34][CH2:33][O:32][CH2:31][CH2:30]1)([CH3:3])[CH3:2]. The yield is 0.600. (4) The reactants are [Cl:1][C:2]1[CH:7]=[CH:6][C:5]([C:8]([CH3:13])([CH3:12])[C:9](=[O:11])[CH3:10])=[CH:4][CH:3]=1.[C:14](=O)([O:18]CC)[O:15][CH2:16][CH3:17].[H-].[Na+]. The catalyst is C(O)(=O)C. The product is [Cl:1][C:2]1[CH:3]=[CH:4][C:5]([C:8]([CH3:13])([CH3:12])[C:9](=[O:11])[CH2:10][C:14]([O:15][CH2:16][CH3:17])=[O:18])=[CH:6][CH:7]=1. The yield is 0.290. (5) The reactants are C1[O:18][CH2:17][CH2:16]OCCOCCOCCOCCOC1.COC(CP(=O)(OCC(F)(F)F)OCC(F)(F)F)=O.C[Si]([N-][Si](C)(C)C)(C)C.[K+].[CH3:48][S:49][C:50]1[N:55]=[C:54]([C:56]2[CH:61]=[CH:60][CH:59]=[CH:58][CH:57]=2)[C:53]([CH:62]=O)=[C:52]([NH:64][C:65]2[CH:70]=[CH:69][CH:68]=[CH:67][CH:66]=2)[N:51]=1.[NH4+].[Cl-]. The catalyst is C1COCC1.C1(C)C=CC=CC=1.C(OCC)C. The product is [CH3:48][S:49][C:50]1[N:55]=[C:54]([C:56]2[CH:61]=[CH:60][CH:59]=[CH:58][CH:57]=2)[C:53]2[CH:62]=[CH:16][C:17](=[O:18])[N:64]([C:65]3[CH:70]=[CH:69][CH:68]=[CH:67][CH:66]=3)[C:52]=2[N:51]=1. The yield is 0.910. (6) The reactants are [OH:1][C:2]1[CH:20]=[CH:19][CH:18]=[CH:17][C:3]=1[C:4]([NH:6][CH2:7][CH2:8][S:9][S:10][CH2:11][CH2:12][NH:13]C(=O)[O-])=[O:5]. The catalyst is C(O)(C(F)(F)F)=O.C(Cl)Cl. The product is [NH2:13][CH2:12][CH2:11][S:10][S:9][CH2:8][CH2:7][NH:6][C:4](=[O:5])[C:3]1[CH:17]=[CH:18][CH:19]=[CH:20][C:2]=1[OH:1]. The yield is 1.00.